Dataset: CYP2C19 inhibition data for predicting drug metabolism from PubChem BioAssay. Task: Regression/Classification. Given a drug SMILES string, predict its absorption, distribution, metabolism, or excretion properties. Task type varies by dataset: regression for continuous measurements (e.g., permeability, clearance, half-life) or binary classification for categorical outcomes (e.g., BBB penetration, CYP inhibition). Dataset: cyp2c19_veith. (1) The drug is Oc1c([C@H](Nc2ccccn2)c2ccccc2)ccc2cccnc12. The result is 1 (inhibitor). (2) The molecule is COC(=O)N1CCC2(CCCN(c3ccccn3)C2)CC1. The result is 1 (inhibitor). (3) The compound is c1ccc(CNc2nc(-c3ccc4c(c3)OCO4)nc3ccccc23)cc1. The result is 1 (inhibitor). (4) The drug is O=C(c1ccco1)N1CCC2(CC1)CCN(c1ccc(-c3ccccc3)cc1)CC2. The result is 0 (non-inhibitor). (5) The drug is CN(C)Cc1c[nH]c2nc[nH]c(=O)c12. The result is 0 (non-inhibitor). (6) The drug is CN(C)CCCc1cccnc1. The result is 0 (non-inhibitor). (7) The compound is Nc1nc(Br)c2c(F)cccc2c1-c1ccc(Cl)cc1. The result is 1 (inhibitor).